From a dataset of Full USPTO retrosynthesis dataset with 1.9M reactions from patents (1976-2016). Predict the reactants needed to synthesize the given product. (1) The reactants are: C([O:3][C:4]([C:6]1[N:11]=[CH:10][C:9]2[N:12]([CH2:15][C:16]3[CH:21]=[CH:20][C:19]([O:22][CH3:23])=[CH:18][CH:17]=3)[CH:13]=[N:14][C:8]=2[CH:7]=1)=[CH2:5])C.Cl.N. Given the product [CH3:23][O:22][C:19]1[CH:20]=[CH:21][C:16]([CH2:15][N:12]2[C:9]3[CH:10]=[N:11][C:6]([C:4](=[O:3])[CH3:5])=[CH:7][C:8]=3[N:14]=[CH:13]2)=[CH:17][CH:18]=1, predict the reactants needed to synthesize it. (2) Given the product [N:13]1([C:10]([C:8]2[CH:7]=[CH:6][C:5]3[N:4]([CH:3]=[CH:2][N:1]=3)[CH:9]=2)=[O:12])[CH2:18][CH2:17][CH2:16][C@@H:15]2[C:19]3[CH:20]=[CH:21][CH:22]=[CH:23][C:24]=3[CH2:25][C@H:14]12, predict the reactants needed to synthesize it. The reactants are: [N:1]1[CH:2]=[CH:3][N:4]2[CH:9]=[C:8]([C:10]([OH:12])=O)[CH:7]=[CH:6][C:5]=12.[NH:13]1[CH2:18][CH2:17][CH2:16][C@@H:15]2[C:19]3[CH:20]=[CH:21][CH:22]=[CH:23][C:24]=3[CH2:25][C@H:14]12.F[P-](F)(F)(F)(F)F.N1(OC(N(C)C)=[N+](C)C)C2N=CC=CC=2N=N1. (3) Given the product [CH3:22][C:21]1[CH:20]=[CH:19][C:15]([C:16]2[O:18][N:66]=[C:58]([NH:59][C:60]3[CH:65]=[CH:64][CH:63]=[CH:62][CH:61]=3)[N:57]=2)=[CH:14][C:13]=1[NH:12][C:10]([C:3]1[N:4]2[CH:9]=[CH:8][CH:7]=[CH:6][C:5]2=[N:1][CH:2]=1)=[O:11], predict the reactants needed to synthesize it. The reactants are: [N:1]1[CH:2]=[C:3]([C:10]([NH:12][C:13]2[CH:14]=[C:15]([CH:19]=[CH:20][C:21]=2[CH3:22])[C:16]([OH:18])=O)=[O:11])[N:4]2[CH:9]=[CH:8][CH:7]=[CH:6][C:5]=12.CCN(C(C)C)C(C)C.CN(C(ON1N=NC2C=CC=NC1=2)=[N+](C)C)C.F[P-](F)(F)(F)(F)F.O[N:57]=[C:58]([NH2:66])[NH:59][C:60]1[CH:65]=[CH:64][CH:63]=[CH:62][CH:61]=1. (4) The reactants are: [NH2:1][CH2:2][C:3]1[CH:4]=[C:5]([CH:9]2[N:12]([C:13]3[CH:18]=[CH:17][C:16]([F:19])=[CH:15][CH:14]=3)[C:11](=[O:20])[CH:10]2[CH2:21][CH2:22][CH:23]([C:25]2[CH:30]=[CH:29][C:28]([F:31])=[CH:27][CH:26]=2)[OH:24])[CH:6]=[CH:7][CH:8]=1.[OH:32][CH:33]([CH:58]([OH:65])[CH:59]([OH:64])[CH:60]([OH:63])[CH2:61][OH:62])[C:34](=[O:57])[CH2:35][O:36][CH2:37][CH2:38][O:39][CH2:40][CH2:41][NH:42][C:43]([CH2:45][O:46][CH2:47][CH2:48][O:49][CH2:50][CH2:51][O:52][CH2:53][C:54](O)=[O:55])=[O:44].OC1C2N=NNC=2C=CC=1. Given the product [F:19][C:16]1[CH:15]=[CH:14][C:13]([N:12]2[C:11](=[O:20])[CH:10]([CH2:21][CH2:22][CH:23]([C:25]3[CH:26]=[CH:27][C:28]([F:31])=[CH:29][CH:30]=3)[OH:24])[CH:9]2[C:5]2[CH:4]=[C:3]([CH:8]=[CH:7][CH:6]=2)[CH2:2][NH:1][C:54](=[O:55])[CH2:53][O:52][CH2:51][CH2:50][O:49][CH2:48][CH2:47][O:46][CH2:45][C:43](=[O:44])[NH:42][CH2:41][CH2:40][O:39][CH2:38][CH2:37][O:36][CH2:35][C:34](=[O:57])[CH:33]([OH:32])[CH:58]([OH:65])[CH:59]([OH:64])[CH:60]([OH:63])[CH2:61][OH:62])=[CH:18][CH:17]=1, predict the reactants needed to synthesize it.